Dataset: Reaction yield outcomes from USPTO patents with 853,638 reactions. Task: Predict the reaction yield, written as a fraction of the theoretical maximum amount of product (1.0 means a 100% yield; for example, 0.34 means a 34% yield). (1) The reactants are [Cl:1][C:2]1[CH:3]=[C:4]([NH:10][C:11]2[N:16]=[C:15](Cl)[N:14]=[C:13]([Cl:18])[N:12]=2)[CH:5]=[CH:6][C:7]=1[O:8][CH3:9].[CH:19]1([NH2:26])[CH2:25][CH2:24][CH2:23][CH2:22][CH2:21][CH2:20]1.O.[OH-].[Na+]. The catalyst is CC(C)=O.C(OCC)(=O)C. The product is [Cl:18][C:13]1[N:12]=[C:11]([NH:10][C:4]2[CH:5]=[CH:6][C:7]([O:8][CH3:9])=[C:2]([Cl:1])[CH:3]=2)[N:16]=[C:15]([NH:26][CH:19]2[CH2:25][CH2:24][CH2:23][CH2:22][CH2:21][CH2:20]2)[N:14]=1. The yield is 0.705. (2) The reactants are [NH2:1][C:2]1[CH:7]=[C:6]([N:8]2[CH2:13][CH2:12][N:11]([CH2:14][CH3:15])[CH2:10][CH2:9]2)[CH:5]=[CH:4][C:3]=1[NH:16][C:17]1[N:22]=[CH:21][N:20]=[C:19]([N:23]([CH3:39])[C:24]([NH:26][C:27]2[C:32]([Cl:33])=[C:31]([O:34][CH3:35])[CH:30]=[C:29]([O:36][CH3:37])[C:28]=2[Cl:38])=[O:25])[CH:18]=1.[C:40](Cl)(=[O:43])[CH:41]=[CH2:42].C1COCC1. The catalyst is CO. The product is [Cl:38][C:28]1[C:29]([O:36][CH3:37])=[CH:30][C:31]([O:34][CH3:35])=[C:32]([Cl:33])[C:27]=1[NH:26][C:24](=[O:25])[N:23]([C:19]1[N:20]=[CH:21][N:22]=[C:17]([NH:16][C:3]2[CH:4]=[CH:5][C:6]([N:8]3[CH2:9][CH2:10][N:11]([CH2:14][CH3:15])[CH2:12][CH2:13]3)=[CH:7][C:2]=2[NH:1][C:40](=[O:43])[CH:41]=[CH2:42])[CH:18]=1)[CH3:39]. The yield is 0.0700. (3) The reactants are [CH2:1]1[C:10]2[C:5](=[CH:6][C:7]([N:11]3[CH2:15][C@H:14]([CH2:16][NH:17][C:18](=[O:20])[CH3:19])[O:13][C:12]3=[O:21])=[CH:8][CH:9]=2)[CH2:4][CH2:3][NH:2]1.CCN=C=NCCCN(C)C.Cl.[CH:34](O)=[O:35]. The catalyst is C1COCC1.O. The product is [CH:34]([N:2]1[CH2:3][CH2:4][C:5]2[C:10](=[CH:9][CH:8]=[C:7]([N:11]3[CH2:15][C@H:14]([CH2:16][NH:17][C:18](=[O:20])[CH3:19])[O:13][C:12]3=[O:21])[CH:6]=2)[CH2:1]1)=[O:35]. The yield is 0.740. (4) The reactants are Br[C:2]1[CH:3]=[C:4]([NH:10][S:11]([CH2:14][C:15]([F:18])([F:17])[F:16])(=[O:13])=[O:12])[C:5]([O:8][CH3:9])=[N:6][CH:7]=1.[CH3:19][C:20]1([CH3:36])[C:24]([CH3:26])([CH3:25])[O:23][B:22]([B:22]2[O:23][C:24]([CH3:26])([CH3:25])[C:20]([CH3:36])([CH3:19])[O:21]2)[O:21]1.CC([O-])=O.[K+].C(Cl)Cl. The catalyst is O1CCOCC1. The product is [F:16][C:15]([F:18])([F:17])[CH2:14][S:11]([NH:10][C:4]1[C:5]([O:8][CH3:9])=[N:6][CH:7]=[C:2]([B:22]2[O:23][C:24]([CH3:26])([CH3:25])[C:20]([CH3:36])([CH3:19])[O:21]2)[CH:3]=1)(=[O:13])=[O:12]. The yield is 0.700. (5) The reactants are [Cl:1][C:2]1[CH:3]=[C:4]([CH:7]=[C:8]([O:11]C)[C:9]=1[OH:10])[CH:5]=[O:6].B(Br)(Br)Br. The catalyst is ClCCl. The product is [Cl:1][C:2]1[CH:3]=[C:4]([CH:7]=[C:8]([OH:11])[C:9]=1[OH:10])[CH:5]=[O:6]. The yield is 0.890. (6) The reactants are [Cl:1][C:2]1[CH:10]=[CH:9][C:5]([C:6](Cl)=[O:7])=[CH:4][CH:3]=1.[CH3:11][NH2:12]. The catalyst is ClCCl.C(O)C. The product is [Cl:1][C:2]1[CH:10]=[CH:9][C:5]([C:6]([NH:12][CH3:11])=[O:7])=[CH:4][CH:3]=1. The yield is 0.970. (7) The yield is 0.710. The catalyst is N1C=CC=CC=1. The reactants are [CH3:1][C:2]1([CH3:36])[CH2:6][C:5]2([CH2:11][CH2:10][CH2:9][N:8]([CH:12]3[CH2:17][CH2:16][N:15]([C:18]([C:20]4[C:28]5[CH2:27][CH2:26][NH:25][CH2:24][C:23]=5[S:22][C:21]=4[NH:29][C:30]([NH:32][CH2:33][CH3:34])=[O:31])=[O:19])[CH2:14][CH2:13]3)[CH2:7]2)[C:4](=[O:35])[O:3]1.[C:37](OC(=O)C)(=[O:39])[CH3:38]. The product is [C:37]([N:25]1[CH2:26][CH2:27][C:28]2[C:20]([C:18]([N:15]3[CH2:16][CH2:17][CH:12]([N:8]4[CH2:9][CH2:10][CH2:11][C:5]5([C:4](=[O:35])[O:3][C:2]([CH3:1])([CH3:36])[CH2:6]5)[CH2:7]4)[CH2:13][CH2:14]3)=[O:19])=[C:21]([NH:29][C:30]([NH:32][CH2:33][CH3:34])=[O:31])[S:22][C:23]=2[CH2:24]1)(=[O:39])[CH3:38]. (8) The reactants are Cl.Cl.Br[C:4]1[CH:5]=[C:6]2[C:11](=[CH:12][CH:13]=1)[N:10]=[CH:9][N:8]=[C:7]2[NH:14][C:15]1[CH:20]=[CH:19][C:18]([O:21][CH2:22][C:23]2[CH:28]=[CH:27][CH:26]=[CH:25][N:24]=2)=[C:17]([CH3:29])[CH:16]=1.[O:30]1[CH:34]=[CH:33][C:32](B(OC(C)C)OC(C)C)=[CH:31]1. No catalyst specified. The product is [O:30]1[CH:34]=[CH:33][C:32]([C:4]2[CH:5]=[C:6]3[C:11](=[CH:12][CH:13]=2)[N:10]=[CH:9][N:8]=[C:7]3[NH:14][C:15]2[CH:20]=[CH:19][C:18]([O:21][CH2:22][C:23]3[CH:28]=[CH:27][CH:26]=[CH:25][N:24]=3)=[C:17]([CH3:29])[CH:16]=2)=[CH:31]1. The yield is 0.550.